The task is: Predict the reactants needed to synthesize the given product.. This data is from Full USPTO retrosynthesis dataset with 1.9M reactions from patents (1976-2016). (1) Given the product [CH3:1][N:2]1[C:6]([C:7](=[N:14][O:15][CH:16]([C:18]2[N:23]=[C:22]([NH:24][C:31](=[O:32])[O:33][C:34]([CH3:37])([CH3:36])[CH3:35])[CH:21]=[CH:20][CH:19]=2)[CH3:17])[C:8]2[CH:9]=[CH:10][CH:11]=[CH:12][CH:13]=2)=[N:5][N:4]=[N:3]1, predict the reactants needed to synthesize it. The reactants are: [CH3:1][N:2]1[C:6]([C:7](=[N:14][O:15][CH:16]([C:18]2[N:23]=[C:22]([NH2:24])[CH:21]=[CH:20][CH:19]=2)[CH3:17])[C:8]2[CH:13]=[CH:12][CH:11]=[CH:10][CH:9]=2)=[N:5][N:4]=[N:3]1.N1C=CC=CC=1.[C:31](O[C:31]([O:33][C:34]([CH3:37])([CH3:36])[CH3:35])=[O:32])([O:33][C:34]([CH3:37])([CH3:36])[CH3:35])=[O:32].O. (2) Given the product [NH2:15][CH2:16][C:17]1[CH:18]=[C:19]([C:23]2[CH:28]=[CH:27][CH:26]=[C:25]([C:29]#[C:30][C:31]3[CH:36]=[CH:35][CH:34]=[CH:33][C:32]=3[CH2:37][C:38]([OH:40])=[O:39])[CH:24]=2)[CH:20]=[CH:21][CH:22]=1, predict the reactants needed to synthesize it. The reactants are: C(O)(C(F)(F)F)=O.C(OC([NH:15][CH2:16][C:17]1[CH:18]=[C:19]([C:23]2[CH:28]=[CH:27][CH:26]=[C:25]([C:29]#[C:30][C:31]3[CH:36]=[CH:35][CH:34]=[CH:33][C:32]=3[CH2:37][C:38]([O:40]C)=[O:39])[CH:24]=2)[CH:20]=[CH:21][CH:22]=1)=O)(C)(C)C.[Li+].[OH-]. (3) Given the product [CH:10]1[C:11]2[N:12]([C:20]3[CH:21]=[CH:22][C:17]([C:15](=[O:16])[CH3:14])=[CH:18][CH:19]=3)[C:13]3[C:5](=[CH:4][CH:3]=[CH:2][CH:1]=3)[C:6]=2[CH:7]=[CH:8][CH:9]=1, predict the reactants needed to synthesize it. The reactants are: [CH:1]1[C:13]2[NH:12][C:11]3[C:6](=[CH:7][CH:8]=[CH:9][CH:10]=3)[C:5]=2[CH:4]=[CH:3][CH:2]=1.[CH3:14][C:15]([C:17]1[CH:22]=[CH:21][C:20](F)=[CH:19][CH:18]=1)=[O:16].C([O-])([O-])=O.[K+].[K+].O. (4) Given the product [F:12][C:4]1[CH:3]=[C:2]([N:16]2[CH2:17][CH2:18][C@H:14]([OH:13])[C:15]2=[O:19])[CH:10]=[C:9]2[C:5]=1[CH2:6][CH2:7][C:8]2=[O:11], predict the reactants needed to synthesize it. The reactants are: Br[C:2]1[CH:10]=[C:9]2[C:5]([CH2:6][CH2:7][C:8]2=[O:11])=[C:4]([F:12])[CH:3]=1.[OH:13][C@H:14]1[CH2:18][CH2:17][NH:16][C:15]1=[O:19]. (5) Given the product [Cl:1][C:2]1[C:10]([C:11]#[N:12])=[CH:9][CH:8]=[C:7]2[C:3]=1[CH:4]=[C:5]([CH:17]([F:19])[F:18])[N:6]2[CH2:13][C:14]([NH:20][NH2:21])=[O:15], predict the reactants needed to synthesize it. The reactants are: [Cl:1][C:2]1[C:10]([C:11]#[N:12])=[CH:9][CH:8]=[C:7]2[C:3]=1[CH:4]=[C:5]([CH:17]([F:19])[F:18])[N:6]2[CH2:13][C:14](O)=[O:15].[NH2:20][NH2:21]. (6) The reactants are: [CH2:1]=[CH:2][C:3]([CH2:6][CH2:7][CH:8]=[C:9]([CH3:11])[CH3:10])([CH3:5])O.C(OC(CCC=C(C)C)(C=C)C)(=[O:14])C.CC(=CCC/C(=C/CO)/C)C.C(OC1CCCCC1C(C)(C)C)(=O)C.OC/C=C(/C)\CCC=C(C)C.C(OCC1C=CC=CC=1)(=O)C. Given the product [CH3:5][C:3]1[CH2:6][CH2:7][C:8]([OH:14])([CH:9]([CH3:11])[CH3:10])[CH2:1][CH:2]=1, predict the reactants needed to synthesize it. (7) The reactants are: [OH-].[Na+].[CH3:3][O:4][C:5](=[O:20])[C:6]1[CH:11]=[CH:10][C:9]([O:12]C(=O)C)=[CH:8][C:7]=1[O:16][CH:17]([CH3:19])[CH3:18].Cl. Given the product [CH3:3][O:4][C:5](=[O:20])[C:6]1[CH:11]=[CH:10][C:9]([OH:12])=[CH:8][C:7]=1[O:16][CH:17]([CH3:18])[CH3:19], predict the reactants needed to synthesize it. (8) Given the product [Cl:5][C:6]1[C:7]([C:17]2[C:22]([F:23])=[CH:21][C:20]([F:24])=[CH:19][C:18]=2[F:25])=[C:8]([NH:4][CH:1]([CH3:3])[CH3:2])[C:9]2[N:10]=[N:11][CH:12]=[CH:13][C:14]=2[N:15]=1, predict the reactants needed to synthesize it. The reactants are: [CH:1]([NH2:4])([CH3:3])[CH3:2].[Cl:5][C:6]1[C:7]([C:17]2[C:22]([F:23])=[CH:21][C:20]([F:24])=[CH:19][C:18]=2[F:25])=[C:8](Cl)[C:9]2[N:10]=[N:11][CH:12]=[CH:13][C:14]=2[N:15]=1.CC(N(C)C)=O. (9) Given the product [OH:44][CH2:43][C:39]1[CH:40]=[CH:41][C:42]2[N:30]([C:27]3[CH:28]=[CH:29][C:24]([C:21]4[CH:20]=[CH:19][C:18]([N:9]5[C:8]6[CH:7]=[CH:6][C:5]([CH2:3][OH:4])=[CH:17][C:16]=6[C:15]6[C:10]5=[CH:11][CH:12]=[CH:13][CH:14]=6)=[CH:23][CH:22]=4)=[CH:25][CH:26]=3)[C:31]3[C:36]([C:37]=2[CH:38]=1)=[CH:35][CH:34]=[CH:33][CH:32]=3, predict the reactants needed to synthesize it. The reactants are: [BH4-].[Na+].[CH:3]([C:5]1[CH:6]=[CH:7][C:8]2[N:9]([C:18]3[CH:23]=[CH:22][C:21]([C:24]4[CH:29]=[CH:28][C:27]([N:30]5[C:42]6[CH:41]=[CH:40][C:39]([CH:43]=[O:44])=[CH:38][C:37]=6[C:36]6[C:31]5=[CH:32][CH:33]=[CH:34][CH:35]=6)=[CH:26][CH:25]=4)=[CH:20][CH:19]=3)[C:10]3[C:15]([C:16]=2[CH:17]=1)=[CH:14][CH:13]=[CH:12][CH:11]=3)=[O:4].O.Cl.